Dataset: Full USPTO retrosynthesis dataset with 1.9M reactions from patents (1976-2016). Task: Predict the reactants needed to synthesize the given product. (1) Given the product [F:1][C:2]1[CH:3]=[C:4]([C:8]2[C:16]3[C:11](=[C:12]([O:19][CH3:20])[CH:13]=[C:22]([C:21]([OH:24])=[O:23])[CH:15]=3)[NH:10][N:9]=2)[CH:5]=[CH:6][CH:7]=1, predict the reactants needed to synthesize it. The reactants are: [F:1][C:2]1[CH:3]=[C:4]([C:8]2[C:16]3[C:11](=[C:12]([O:19][CH3:20])[CH:13]=C(C#N)[CH:15]=3)[NH:10][N:9]=2)[CH:5]=[CH:6][CH:7]=1.[C:21]([OH:24])(=[O:23])[CH3:22].S(=O)(=O)(O)O. (2) The reactants are: [Br:1][C:2]1[CH:3]=[C:4]([SH:8])[CH:5]=[CH:6][CH:7]=1.[H-].[Na+].[CH3:11][O:12][CH:13]([O:16][CH3:17])[CH2:14]Br. Given the product [Br:1][C:2]1[CH:7]=[CH:6][CH:5]=[C:4]([S:8][CH2:14][CH:13]([O:16][CH3:17])[O:12][CH3:11])[CH:3]=1, predict the reactants needed to synthesize it. (3) Given the product [CH:1]([N:4]1[C:8]([C:15](=[O:16])[CH3:14])=[N:7][CH:6]=[N:5]1)([CH3:3])[CH3:2], predict the reactants needed to synthesize it. The reactants are: [CH:1]([N:4]1[CH:8]=[N:7][CH:6]=[N:5]1)([CH3:3])[CH3:2].C([Li])CCC.[CH3:14][C:15](N(C)C)=[O:16].[Cl-].[NH4+]. (4) Given the product [CH3:29][O:28][C:20]1[CH:21]=[C:22]([CH2:25][CH2:26][CH3:27])[CH:23]=[CH:24][C:19]=1[O:18][C:2]1[CH:3]=[CH:4][C:5]([N+:8]([O-:10])=[O:9])=[N:6][CH:7]=1, predict the reactants needed to synthesize it. The reactants are: Br[C:2]1[CH:3]=[CH:4][C:5]([N+:8]([O-:10])=[O:9])=[N:6][CH:7]=1.BrC1C=CC([O:18][C:19]2[CH:24]=[CH:23][C:22]([CH2:25][CH2:26][CH3:27])=[CH:21][C:20]=2[O:28][CH3:29])=NC=1. (5) Given the product [ClH:1].[ClH:1].[O:3]([CH2:10][C@@H:11]([OH:33])[CH2:12][NH:13][C@@H:14]([CH2:17][C:18]1[CH:23]=[CH:22][C:21]([O:24][C:25]2[C:30]([CH3:31])=[CH:29][CH:28]=[CH:27][N:26]=2)=[CH:20][CH:19]=1)[CH2:15][OH:16])[C:4]1[CH:9]=[CH:8][CH:7]=[CH:6][CH:5]=1, predict the reactants needed to synthesize it. The reactants are: [ClH:1].Cl.[O:3]([CH2:10][C@@H:11]([OH:33])[CH2:12][NH:13][C@@H:14]([CH2:17][C:18]1[CH:23]=[CH:22][C:21]([O:24][C:25]2[C:30]([CH2:31]O)=[CH:29][CH:28]=[CH:27][N:26]=2)=[CH:20][CH:19]=1)[CH2:15][OH:16])[C:4]1[CH:9]=[CH:8][CH:7]=[CH:6][CH:5]=1.[H][H]. (6) Given the product [C:1]([C:5]1[CH:6]=[CH:7][C:8]([S:11]([N:14]2[C:20]3[CH:21]=[C:22]([C:25]4[N:26]=[C:38]([CH2:37][OH:44])[O:28][N:27]=4)[CH:23]=[CH:24][C:19]=3[NH:18][C:17]3[N:29]=[C:30]([C:33]([F:35])([F:36])[F:34])[CH:31]=[CH:32][C:16]=3[CH2:15]2)(=[O:13])=[O:12])=[CH:9][CH:10]=1)([CH3:4])([CH3:2])[CH3:3], predict the reactants needed to synthesize it. The reactants are: [C:1]([C:5]1[CH:10]=[CH:9][C:8]([S:11]([N:14]2[C:20]3[CH:21]=[C:22]([C:25](=[N:27][OH:28])[NH2:26])[CH:23]=[CH:24][C:19]=3[NH:18][C:17]3[N:29]=[C:30]([C:33]([F:36])([F:35])[F:34])[CH:31]=[CH:32][C:16]=3[CH2:15]2)(=[O:13])=[O:12])=[CH:7][CH:6]=1)([CH3:4])([CH3:3])[CH3:2].[CH2:37]([O:44]CC(O)=O)[C:38]1C=CC=CC=1.CCN(C(C)C)C(C)C.C1C=CC2N(O)N=NC=2C=1.CC(C)N=C=NC(C)C. (7) Given the product [CH3:13][CH:12]([NH:15][CH2:2][CH2:3][CH2:4][O:5][C:6]1[CH:7]=[N:8][CH:9]=[CH:10][CH:11]=1)[CH3:14], predict the reactants needed to synthesize it. The reactants are: Cl[CH2:2][CH2:3][CH2:4][O:5][C:6]1[CH:7]=[N:8][CH:9]=[CH:10][CH:11]=1.[CH:12]([NH:15]C(C)C)([CH3:14])[CH3:13]. (8) Given the product [CH2:3]([O:10][C:11]1[CH:12]=[C:13]([NH:17][C:18]2[O:22][C:21]([C:23]3[NH:27][C:26]4[CH:28]=[CH:29][C:30]([C@H:32]5[CH2:33][CH2:34][C@H:35]([CH2:38][C:39]([OH:41])=[O:40])[CH2:36][CH2:37]5)=[CH:31][C:25]=4[N:24]=3)=[N:20][N:19]=2)[CH:14]=[CH:15][CH:16]=1)[C:4]1[CH:9]=[CH:8][CH:7]=[CH:6][CH:5]=1, predict the reactants needed to synthesize it. The reactants are: [OH-].[Li+].[CH2:3]([O:10][C:11]1[CH:12]=[C:13]([NH:17][C:18]2[O:22][C:21]([C:23]3[NH:27][C:26]4[CH:28]=[CH:29][C:30]([C@H:32]5[CH2:37][CH2:36][C@H:35]([CH2:38][C:39]([O:41]C)=[O:40])[CH2:34][CH2:33]5)=[CH:31][C:25]=4[N:24]=3)=[N:20][N:19]=2)[CH:14]=[CH:15][CH:16]=1)[C:4]1[CH:9]=[CH:8][CH:7]=[CH:6][CH:5]=1.C1COCC1.C(O)(=O)CC(CC(O)=O)(C(O)=O)O.